Predict the product of the given reaction. From a dataset of Forward reaction prediction with 1.9M reactions from USPTO patents (1976-2016). (1) Given the reactants [Cl:1][C:2]1[N:7]=[C:6]([C:8]2[N:9]([C:18]([O:20][C:21]([CH3:24])([CH3:23])[CH3:22])=[O:19])[C:10]3[C:15]([CH:16]=2)=[C:14]([F:17])[CH:13]=[CH:12][CH:11]=3)[CH:5]=[C:4](Cl)[N:3]=1.[F:26][C:27]1[CH:32]=[CH:31][C:30]([C:33]2[O:34][C:35]3[CH:45]=[C:44]([N:46]([CH3:51])[S:47]([CH3:50])(=[O:49])=[O:48])[C:43](B4OC(C)(C)C(C)(C)O4)=[CH:42][C:36]=3[C:37]=2[C:38]([NH:40][CH3:41])=[O:39])=[CH:29][CH:28]=1.[O-]P([O-])([O-])=O.[K+].[K+].[K+], predict the reaction product. The product is: [Cl:1][C:2]1[N:7]=[C:6]([C:8]2[N:9]([C:18]([O:20][C:21]([CH3:24])([CH3:23])[CH3:22])=[O:19])[C:10]3[C:15]([CH:16]=2)=[C:14]([F:17])[CH:13]=[CH:12][CH:11]=3)[CH:5]=[C:4]([C:43]2[C:44]([N:46]([CH3:51])[S:47]([CH3:50])(=[O:49])=[O:48])=[CH:45][C:35]3[O:34][C:33]([C:30]4[CH:31]=[CH:32][C:27]([F:26])=[CH:28][CH:29]=4)=[C:37]([C:38](=[O:39])[NH:40][CH3:41])[C:36]=3[CH:42]=2)[N:3]=1. (2) The product is: [CH3:14][S:24]([C:3]1[N:7]=[C:6]([CH:8]2[CH2:9][CH2:10][CH2:11][CH2:12]2)[S:5][N:4]=1)(=[O:27])=[O:25]. Given the reactants CS[C:3]1[N:7]=[C:6]([CH:8]2[CH2:12][CH2:11][CH2:10][CH2:9]2)[S:5][N:4]=1.Cl[C:14]1C=C(C=CC=1)C(OO)=O.[S:24]([O-:27])(O)=[O:25].[Na+], predict the reaction product. (3) Given the reactants C[O:2][C:3]([C:5]1([C:15]([CH3:18])([CH3:17])[CH3:16])[CH2:9][C:8]2[CH:10]=[C:11]([OH:14])[CH:12]=[CH:13][C:7]=2[O:6]1)=[O:4].[Cl:19][C:20]1[CH:25]=[C:24]([CH2:26][C:27]([F:30])([F:29])[F:28])[CH:23]=[CH:22][C:21]=1[O:31][CH2:32][CH2:33][CH2:34]I, predict the reaction product. The product is: [C:15]([C@@:5]1([C:3]([OH:2])=[O:4])[CH2:9][C:8]2[CH:10]=[C:11]([O:14][CH2:34][CH2:33][CH2:32][O:31][C:21]3[CH:22]=[CH:23][C:24]([CH2:26][C:27]([F:28])([F:29])[F:30])=[CH:25][C:20]=3[Cl:19])[CH:12]=[CH:13][C:7]=2[O:6]1)([CH3:18])([CH3:17])[CH3:16]. (4) Given the reactants [Cl:1][C:2]1[CH:3]=[C:4]2[C:8](=[CH:9][CH:10]=1)[N:7]([CH2:11][CH:12]([CH3:14])[CH3:13])[CH:6]=[C:5]2[C:15]1[O:16][CH:17]=[C:18]([C:20]2[NH:24][C:23]3[CH:25]=[CH:26][C:27]([CH2:29][OH:30])=[CH:28][C:22]=3[N:21]=2)[N:19]=1.CC(OI1(OC(C)=O)(OC(C)=O)OC(=O)C2C=CC=CC1=2)=O.[O-]S([O-])(=S)=O.[Na+].[Na+].C([O-])(O)=O.[Na+], predict the reaction product. The product is: [Cl:1][C:2]1[CH:3]=[C:4]2[C:8](=[CH:9][CH:10]=1)[N:7]([CH2:11][CH:12]([CH3:14])[CH3:13])[CH:6]=[C:5]2[C:15]1[O:16][CH:17]=[C:18]([C:20]2[NH:24][C:23]3[CH:25]=[CH:26][C:27]([CH:29]=[O:30])=[CH:28][C:22]=3[N:21]=2)[N:19]=1. (5) Given the reactants I[C:2]1[CH:13]=[CH:12][CH:11]=[CH:10][C:3]=1[CH2:4][N:5]1[CH:9]=[N:8][CH:7]=[N:6]1.[F:14][C:15]1[CH:20]=[CH:19][C:18]([C:21]2[CH:22]=[C:23]3[C:28](=[CH:29][CH:30]=2)[CH:27]=[C:26]([S:31]([O-:33])=[O:32])[CH:25]=[CH:24]3)=[CH:17][CH:16]=1.[Na+], predict the reaction product. The product is: [F:14][C:15]1[CH:20]=[CH:19][C:18]([C:21]2[CH:22]=[C:23]3[C:28](=[CH:29][CH:30]=2)[CH:27]=[C:26]([S:31]([C:2]2[CH:13]=[CH:12][CH:11]=[CH:10][C:3]=2[CH2:4][N:5]2[CH:9]=[N:8][CH:7]=[N:6]2)(=[O:33])=[O:32])[CH:25]=[CH:24]3)=[CH:17][CH:16]=1.